Dataset: Full USPTO retrosynthesis dataset with 1.9M reactions from patents (1976-2016). Task: Predict the reactants needed to synthesize the given product. (1) Given the product [CH2:28]([S:30][CH:9]([C:11]1[CH:16]=[CH:15][C:14]([O:17][C:18]([F:21])([F:20])[F:19])=[CH:13][CH:12]=1)[C:7]1[NH:6][C:5]2[CH:22]=[CH:23][C:2]([F:1])=[CH:3][C:4]=2[N:8]=1)[CH3:29], predict the reactants needed to synthesize it. The reactants are: [F:1][C:2]1[CH:23]=[CH:22][C:5]2[NH:6][C:7]([CH:9]([C:11]3[CH:16]=[CH:15][C:14]([O:17][C:18]([F:21])([F:20])[F:19])=[CH:13][CH:12]=3)O)=[N:8][C:4]=2[CH:3]=1.S(Cl)(Cl)=O.[CH2:28]([SH:30])[CH3:29].CCN(C(C)C)C(C)C. (2) The reactants are: [C:1]12([CH3:27])[C:7]([CH3:9])([CH3:8])[CH:4]([CH2:5][CH2:6]1)[CH2:3][CH:2]2[O:10][C:11](=[O:26])[C:12]1[CH:17]=[CH:16][C:15]([NH2:18])=[CH:14][C:13]=1[O:19][CH2:20][C:21]([O:24][CH3:25])=[C:22]=[O:23].[Cl:28][C:29]1[CH:36]=[C:35]([Cl:37])[CH:34]=[C:31]([CH:32]=O)[C:30]=1[OH:38]. Given the product [C:1]12([CH3:27])[C:7]([CH3:9])([CH3:8])[CH:4]([CH2:5][CH2:6]1)[CH2:3][CH:2]2[O:10][C:11](=[O:26])[C:12]1[CH:17]=[CH:16][C:15]([NH:18][CH2:32][C:31]2[CH:34]=[C:35]([Cl:37])[CH:36]=[C:29]([Cl:28])[C:30]=2[OH:38])=[CH:14][C:13]=1[O:19][CH2:20][C:21]([O:24][CH3:25])=[C:22]=[O:23], predict the reactants needed to synthesize it.